This data is from Catalyst prediction with 721,799 reactions and 888 catalyst types from USPTO. The task is: Predict which catalyst facilitates the given reaction. (1) Reactant: [H-].[H-].[H-].[H-].[Li+].[Al+3].[O:7]1[CH2:12][CH2:11][N:10]([CH2:13][C:14]#[N:15])[CH2:9][CH2:8]1. Product: [O:7]1[CH2:12][CH2:11][N:10]([CH2:13][CH2:14][NH2:15])[CH2:9][CH2:8]1. The catalyst class is: 20. (2) Reactant: [Cl:1][C:2]1[CH:3]=[CH:4][C:5]([N+:9]([O-:11])=[O:10])=[C:6]([CH:8]=1)[NH2:7].[H-].[Na+].[O:14]1[C:18]2[CH:19]=[CH:20][CH:21]=[CH:22][C:17]=2[CH:16]=[C:15]1[S:23](Cl)(=[O:25])=[O:24]. Product: [Cl:1][C:2]1[CH:3]=[CH:4][C:5]([N+:9]([O-:11])=[O:10])=[C:6]([NH:7][S:23]([C:15]2[O:14][C:18]3[CH:19]=[CH:20][CH:21]=[CH:22][C:17]=3[CH:16]=2)(=[O:24])=[O:25])[CH:8]=1. The catalyst class is: 3. (3) Reactant: [OH:1][CH2:2][C:3]1([NH:16][C:17]([C:19]2[CH:20]=[CH:21][C:22]3[S:23][CH2:24][C:25](=[O:29])[NH:26][C:27]=3[N:28]=2)=[O:18])[CH2:8][CH2:7][N:6](C(OC(C)(C)C)=O)[CH2:5][CH2:4]1.FC(F)(F)C(O)=O. Product: [OH:1][CH2:2][C:3]1([NH:16][C:17]([C:19]2[CH:20]=[CH:21][C:22]3[S:23][CH2:24][C:25](=[O:29])[NH:26][C:27]=3[N:28]=2)=[O:18])[CH2:8][CH2:7][NH:6][CH2:5][CH2:4]1. The catalyst class is: 4.